This data is from Catalyst prediction with 721,799 reactions and 888 catalyst types from USPTO. The task is: Predict which catalyst facilitates the given reaction. (1) Product: [NH:18]1[CH:19]=[N:20][C:16]([C:12]2[CH:11]=[C:10]3[C:15](=[CH:14][CH:13]=2)[NH:7][N:8]=[C:9]3[C:40]2[CH:41]=[C:42]([NH:46][C:47](=[O:49])[CH3:48])[CH:43]=[CH:44][CH:45]=2)=[N:17]1. The catalyst class is: 15. Reactant: O1CCCCC1[N:7]1[C:15]2[C:10](=[CH:11][C:12]([C:16]3[N:20]=[CH:19][N:18](C(C4C=CC=CC=4)(C4C=CC=CC=4)C4C=CC=CC=4)[N:17]=3)=[CH:13][CH:14]=2)[C:9]([C:40]2[CH:41]=[C:42]([NH2:46])[CH:43]=[CH:44][CH:45]=2)=[N:8]1.[C:47](OC(=O)C)(=[O:49])[CH3:48].O.[OH-].[Na+]. (2) Reactant: C[O:2][C:3]([C:5]1[N:15]([C:16]2[CH:21]=[CH:20][C:19]([F:22])=[CH:18][CH:17]=2)[C:8]2[N:9]=[C:10]([S:13][CH3:14])[N:11]=[CH:12][C:7]=2[CH:6]=1)=[O:4].[OH-].[Na+]. Product: [F:22][C:19]1[CH:20]=[CH:21][C:16]([N:15]2[C:8]3[N:9]=[C:10]([S:13][CH3:14])[N:11]=[CH:12][C:7]=3[CH:6]=[C:5]2[C:3]([OH:4])=[O:2])=[CH:17][CH:18]=1. The catalyst class is: 20. (3) Reactant: Br.Br[CH:3]([C:13]1[CH:14]=[C:15]2[C:20](=[CH:21][CH:22]=1)[N:19]=[CH:18][CH:17]=[CH:16]2)[C:4]([C:6]1[CH:11]=[CH:10][CH:9]=[C:8]([CH3:12])[N:7]=1)=[O:5].[C:23]([O-:26])(=[O:25])[CH3:24].[K+].C(=O)([O-])O.[Na+]. Product: [CH3:12][C:8]1[N:7]=[C:6]([C:4](=[O:5])[CH:3]([O:26][C:23](=[O:25])[CH3:24])[C:13]2[CH:14]=[C:15]3[C:20](=[CH:21][CH:22]=2)[N:19]=[CH:18][CH:17]=[CH:16]3)[CH:11]=[CH:10][CH:9]=1. The catalyst class is: 9. (4) Reactant: [C:1](=[O:4])([O-])[O-:2].[Cs+].[Cs+].C([C@H]1COC(=O)N1C(=O)[CH2:21][C@@H:22]([C:28]1[CH:33]=[CH:32][C:31]([OH:34])=[CH:30][CH:29]=1)[CH:23]1[CH:27]=[CH:26][O:25][NH:24]1)C1C=CC=CC=1.Cl.[CH2:37]([C:41]1[CH:46]=[CH:45][C:44]([C:47]2[S:48][C:49]([CH2:53]Cl)=[C:50]([CH3:52])[N:51]=2)=[CH:43][CH:42]=1)[CH2:38][CH2:39][CH3:40].[Li+].[OH-]. Product: [CH2:37]([C:41]1[CH:42]=[CH:43][C:44]([C:47]2[S:48][C:49]([CH2:53][O:34][C:31]3[CH:30]=[CH:29][C:28]([C@@H:22]([C:23]4[CH2:27][CH2:26][O:25][N:24]=4)[CH2:21][C:1]([OH:2])=[O:4])=[CH:33][CH:32]=3)=[C:50]([CH3:52])[N:51]=2)=[CH:45][CH:46]=1)[CH2:38][CH2:39][CH3:40]. The catalyst class is: 58. (5) Reactant: [OH:1][C:2]1[CH:3]=[C:4]([CH2:8][CH2:9][CH2:10][CH2:11][N:12]2[C:20](=[O:21])[C:19]3[C:14](=[CH:15][CH:16]=[CH:17][CH:18]=3)[C:13]2=[O:22])[CH:5]=[CH:6][CH:7]=1.[F:23][C:24]([F:37])([F:36])[S:25](O[S:25]([C:24]([F:37])([F:36])[F:23])(=[O:27])=[O:26])(=[O:27])=[O:26].O.C(OCC)C. Product: [F:23][C:24]([F:37])([F:36])[S:25]([O:1][C:2]1[CH:7]=[CH:6][CH:5]=[C:4]([CH2:8][CH2:9][CH2:10][CH2:11][N:12]2[C:20](=[O:21])[C:19]3[C:14](=[CH:15][CH:16]=[CH:17][CH:18]=3)[C:13]2=[O:22])[CH:3]=1)(=[O:27])=[O:26]. The catalyst class is: 17. (6) Reactant: [Cl:1][C:2]1[N:7]=[C:6]([Cl:8])[CH:5]=[C:4](Cl)[N:3]=1.Cl.[NH:11]1[CH2:16][CH2:15][CH:14]([C:17]2[C:25]3[C:20](=[N:21][CH:22]=[CH:23][CH:24]=3)[NH:19][N:18]=2)[CH2:13][CH2:12]1. The catalyst class is: 5. Product: [Cl:1][C:2]1[N:3]=[C:4]([N:11]2[CH2:12][CH2:13][CH:14]([C:17]3[C:25]4[C:20](=[N:21][CH:22]=[CH:23][CH:24]=4)[NH:19][N:18]=3)[CH2:15][CH2:16]2)[CH:5]=[C:6]([Cl:8])[N:7]=1.